Task: Predict the product of the given reaction.. Dataset: Forward reaction prediction with 1.9M reactions from USPTO patents (1976-2016) Given the reactants Br[C:2]1[CH:3]=[N:4][C:5]2[N:6]([CH:8]=[C:9]([CH2:11][O:12][C:13]3[CH:18]=[CH:17][CH:16]=[CH:15][N:14]=3)[N:10]=2)[CH:7]=1.[F:19][C:20]1[CH:25]=[CH:24][C:23](B(O)O)=[C:22]([CH2:29][O:30][CH3:31])[CH:21]=1, predict the reaction product. The product is: [F:19][C:20]1[CH:25]=[CH:24][C:23]([C:2]2[CH:3]=[N:4][C:5]3[N:6]([CH:8]=[C:9]([CH2:11][O:12][C:13]4[CH:18]=[CH:17][CH:16]=[CH:15][N:14]=4)[N:10]=3)[CH:7]=2)=[C:22]([CH2:29][O:30][CH3:31])[CH:21]=1.